This data is from Catalyst prediction with 721,799 reactions and 888 catalyst types from USPTO. The task is: Predict which catalyst facilitates the given reaction. Reactant: [F:1][C:2]1[CH:3]=[C:4](B(O)O)[CH:5]=[CH:6][CH:7]=1.COCCOC.[Cl:17][C:18]1[CH:23]=[C:22](Cl)[N:21]=[CH:20][N:19]=1. Product: [Cl:17][C:18]1[CH:23]=[C:22]([C:4]2[CH:5]=[CH:6][CH:7]=[C:2]([F:1])[CH:3]=2)[N:21]=[CH:20][N:19]=1. The catalyst class is: 6.